Dataset: Full USPTO retrosynthesis dataset with 1.9M reactions from patents (1976-2016). Task: Predict the reactants needed to synthesize the given product. Given the product [CH2:1]([N:8]([CH2:9][C:10]1[CH:15]=[CH:14][CH:13]=[CH:12][CH:11]=1)[CH2:16][C:17]1([O:24][CH3:27])[CH2:23][O:22][CH2:21][CH2:20][O:19][CH2:18]1)[C:2]1[CH:3]=[CH:4][CH:5]=[CH:6][CH:7]=1, predict the reactants needed to synthesize it. The reactants are: [CH2:1]([N:8]([CH2:16][C:17]1([OH:24])[CH2:23][O:22][CH2:21][CH2:20][O:19][CH2:18]1)[CH2:9][C:10]1[CH:15]=[CH:14][CH:13]=[CH:12][CH:11]=1)[C:2]1[CH:7]=[CH:6][CH:5]=[CH:4][CH:3]=1.[H-].[Na+].[CH3:27]I.[NH4+].[Cl-].